Dataset: Full USPTO retrosynthesis dataset with 1.9M reactions from patents (1976-2016). Task: Predict the reactants needed to synthesize the given product. (1) Given the product [ClH:13].[NH2:10][CH2:9][C:8]1[CH:15]=[CH:16][C:5]([C:1]([CH3:3])([CH3:2])[CH3:4])=[CH:6][C:7]=1[OH:17], predict the reactants needed to synthesize it. The reactants are: [C:1]([C:5]1[CH:16]=[CH:15][C:8]([CH2:9][NH:10]C(=O)C[Cl:13])=[C:7]([OH:17])[CH:6]=1)([CH3:4])([CH3:3])[CH3:2]. (2) Given the product [Cl:26][C:24]1[CH:23]=[CH:22][C:21]([O:27][CH2:28][CH:29]([CH3:31])[CH3:30])=[C:20]([CH2:19][C:16]2[S:17][CH:18]=[C:14]([C:12]3[NH:1][C:2]4[CH:7]=[CH:6][C:5]([CH2:8][CH2:9][OH:10])=[CH:4][C:3]=4[N:11]=3)[N:15]=2)[CH:25]=1, predict the reactants needed to synthesize it. The reactants are: [NH2:1][C:2]1[CH:7]=[CH:6][C:5]([CH2:8][CH2:9][OH:10])=[CH:4][C:3]=1[NH:11][C:12]([C:14]1[N:15]=[C:16]([CH2:19][C:20]2[CH:25]=[C:24]([Cl:26])[CH:23]=[CH:22][C:21]=2[O:27][CH2:28][CH:29]([CH3:31])[CH3:30])[S:17][CH:18]=1)=O. (3) Given the product [N:4]1[CH:5]=[CH:6][CH:7]=[C:2]([C:1]2[CH:25]=[C:24]([CH2:23][NH:26][C:27](=[O:33])[O:28][C:29]([CH3:30])([CH3:32])[CH3:31])[NH:20][N:19]=2)[CH:3]=1, predict the reactants needed to synthesize it. The reactants are: [CH:1](=O)[C:2]1[CH:7]=[CH:6][CH:5]=[N:4][CH:3]=1.S([NH:19][NH2:20])(C1C=CC(C)=CC=1)(=O)=O.[OH-].[Na+].[CH2:23]([NH:26][C:27](=[O:33])[O:28][C:29]([CH3:32])([CH3:31])[CH3:30])[C:24]#[CH:25]. (4) Given the product [CH2:1]([NH:13][CH2:9][C:10]([CH3:12])=[CH2:11])[C:2]1[CH:7]=[CH:6][CH:5]=[CH:4][CH:3]=1, predict the reactants needed to synthesize it. The reactants are: [CH:1](=O)[C:2]1[CH:7]=[CH:6][CH:5]=[CH:4][CH:3]=1.[CH2:9]([NH2:13])[C:10](=[CH2:12])[CH3:11].[O-]S([O-])(=O)=O.[Mg+2].[BH4-].[Na+]. (5) The reactants are: Cl[C:2]1[C:3]([C:13]([O:15][CH2:16][CH3:17])=[O:14])=[N:4][C:5]2[C:10]([N:11]=1)=[CH:9][CH:8]=[C:7]([F:12])[CH:6]=2.[CH3:18]B1OB(C)OB(C)O1.ClCCl.C(=O)([O-])[O-].[K+].[K+]. Given the product [F:12][C:7]1[CH:6]=[C:5]2[C:10]([N:11]=[C:2]([CH3:18])[C:3]([C:13]([O:15][CH2:16][CH3:17])=[O:14])=[N:4]2)=[CH:9][CH:8]=1, predict the reactants needed to synthesize it. (6) Given the product [CH2:1]([S:3][C:4]1[N:12]=[C:11]2[C:7]([N:8]=[CH:9][N:10]2[C@@H:13]2[O:25][C@H:24]([CH2:26][OH:27])[C@@H:19]([OH:20])[C@H:14]2[OH:15])=[C:6]([NH:38][CH:32]2[CH2:37][CH2:36][CH2:35][CH2:34][CH2:33]2)[N:5]=1)[CH3:2], predict the reactants needed to synthesize it. The reactants are: [CH2:1]([S:3][C:4]1[N:12]=[C:11]2[C:7]([N:8]=[CH:9][N:10]2[C@@H:13]2[O:25][C@H:24]([CH2:26][O:27]C(=O)C)[C@@H:19]([O:20]C(=O)C)[C@H:14]2[O:15]C(=O)C)=[C:6](Cl)[N:5]=1)[CH3:2].[CH:32]1([NH2:38])[CH2:37][CH2:36][CH2:35][CH2:34][CH2:33]1. (7) Given the product [C:19]([O:23][C:24]([N:26]1[CH2:27][CH:28]([O:30][C:31]2[CH:36]=[C:35]([F:37])[C:34]([C@@H:38]3[C:8]4[NH:9][C:10]5[C:15](=[CH:14][CH:13]=[CH:12][CH:11]=5)[C:7]=4[CH2:6][C@@H:5]([CH3:16])[N:4]3[CH2:3][C:2]([F:1])([CH3:17])[CH3:18])=[C:33]([F:40])[CH:32]=2)[CH2:29]1)=[O:25])([CH3:22])([CH3:21])[CH3:20], predict the reactants needed to synthesize it. The reactants are: [F:1][C:2]([CH3:18])([CH3:17])[CH2:3][NH:4][C@H:5]([CH3:16])[CH2:6][C:7]1[C:15]2[C:10](=[CH:11][CH:12]=[CH:13][CH:14]=2)[NH:9][CH:8]=1.[C:19]([O:23][C:24]([N:26]1[CH2:29][CH:28]([O:30][C:31]2[CH:36]=[C:35]([F:37])[C:34]([CH:38]=O)=[C:33]([F:40])[CH:32]=2)[CH2:27]1)=[O:25])([CH3:22])([CH3:21])[CH3:20].C(O)(=O)C. (8) Given the product [Si:44]([O:51][C@H:52]([CH3:55])[CH2:53][NH:10][C:7]([CH3:8])([CH3:9])[CH2:6]/[CH:5]=[CH:4]/[C:3]([N:2]([C@H:12]([CH2:13][C:14]1[CH:23]=[CH:22][C:21]2[C:16](=[CH:17][CH:18]=[CH:19][CH:20]=2)[CH:15]=1)[C:24]([N:25]([C@H:26]([CH2:27][C:28]1[CH:33]=[CH:32][CH:31]=[CH:30][CH:29]=1)[C:34]([NH:35][CH3:36])=[O:37])[CH3:38])=[O:39])[CH3:1])=[O:11])([C:47]([CH3:48])([CH3:49])[CH3:50])([CH3:46])[CH3:45], predict the reactants needed to synthesize it. The reactants are: [CH3:1][N:2]([C@@H:12]([C:24](=[O:39])[N:25]([CH3:38])[C@@H:26]([C:34](=[O:37])[NH:35][CH3:36])[CH2:27][C:28]1[CH:33]=[CH:32][CH:31]=[CH:30][CH:29]=1)[CH2:13][C:14]1[CH:23]=[CH:22][C:21]2[C:16](=[CH:17][CH:18]=[CH:19][CH:20]=2)[CH:15]=1)[C:3](=[O:11])/[CH:4]=[CH:5]/[CH2:6][C:7]([NH2:10])([CH3:9])[CH3:8].C(O)(=O)C.[Si:44]([O:51][C@H:52]([CH3:55])[CH:53]=O)([C:47]([CH3:50])([CH3:49])[CH3:48])([CH3:46])[CH3:45].C([BH3-])#N.[Na+]. (9) Given the product [O:6]=[C:5]1[CH2:4][CH2:3][CH2:2][N:7]1[C:8]1[N:9]=[CH:10][C:11]([CH2:14][C:15]2[CH:32]=[CH:31][C:18]3[CH2:19][CH2:20][N:21]([C:24]([O:26][C:27]([CH3:30])([CH3:29])[CH3:28])=[O:25])[CH2:22][CH2:23][C:17]=3[CH:16]=2)=[N:12][CH:13]=1, predict the reactants needed to synthesize it. The reactants are: Br[CH2:2][CH2:3][CH2:4][C:5]([NH:7][C:8]1[N:9]=[CH:10][C:11]([CH2:14][C:15]2[CH:32]=[CH:31][C:18]3[CH2:19][CH2:20][N:21]([C:24]([O:26][C:27]([CH3:30])([CH3:29])[CH3:28])=[O:25])[CH2:22][CH2:23][C:17]=3[CH:16]=2)=[N:12][CH:13]=1)=[O:6].[H-].[Na+].O.